From a dataset of Catalyst prediction with 721,799 reactions and 888 catalyst types from USPTO. Predict which catalyst facilitates the given reaction. (1) Reactant: [CH3:1][C:2]1[CH:3]=[C:4]([CH3:36])[C:5]2[O:9][C:8]([NH:10][C:11]3[CH:16]=[CH:15][C:14]([C:17]4[C:25]5[C:20](=[N:21][CH:22]=[N:23][C:24]=5[NH2:26])[N:19](COCC[Si](C)(C)C)[N:18]=4)=[CH:13][CH:12]=3)=[N:7][C:6]=2[CH:35]=1.Cl.[OH-].[Na+]. Product: [CH3:1][C:2]1[CH:3]=[C:4]([CH3:36])[C:5]2[O:9][C:8]([NH:10][C:11]3[CH:16]=[CH:15][C:14]([C:17]4[C:25]5[C:20](=[N:21][CH:22]=[N:23][C:24]=5[NH2:26])[NH:19][N:18]=4)=[CH:13][CH:12]=3)=[N:7][C:6]=2[CH:35]=1. The catalyst class is: 8. (2) Reactant: [Br:1][C:2]1[C:9]([CH3:10])=[CH:8][C:5]([C:6]#[N:7])=[C:4](F)[CH:3]=1.[C:12]([O:16][C:17]([N:19]1[CH2:22][CH:21]([OH:23])[CH2:20]1)=[O:18])([CH3:15])([CH3:14])[CH3:13].[H-].[Na+]. Product: [C:12]([O:16][C:17]([N:19]1[CH2:22][CH:21]([O:23][C:4]2[CH:3]=[C:2]([Br:1])[C:9]([CH3:10])=[CH:8][C:5]=2[C:6]#[N:7])[CH2:20]1)=[O:18])([CH3:15])([CH3:13])[CH3:14]. The catalyst class is: 3. (3) Reactant: I[C:2]1[N:3]=[CH:4][N:5]2[CH2:10][CH2:9][N:8]([C:11]([O:13][C:14]([CH3:17])([CH3:16])[CH3:15])=[O:12])[CH2:7][C:6]=12.[F:18][C:19]1[CH:24]=[CH:23][C:22](B(O)O)=[CH:21][CH:20]=1.C([O-])([O-])=O.[K+].[K+]. Product: [F:18][C:19]1[CH:24]=[CH:23][C:22]([C:2]2[N:3]=[CH:4][N:5]3[CH2:10][CH2:9][N:8]([C:11]([O:13][C:14]([CH3:17])([CH3:16])[CH3:15])=[O:12])[CH2:7][C:6]=23)=[CH:21][CH:20]=1. The catalyst class is: 70.